From a dataset of Reaction yield outcomes from USPTO patents with 853,638 reactions. Predict the reaction yield, written as a fraction of the theoretical maximum amount of product (1.0 means a 100% yield; for example, 0.34 means a 34% yield). (1) The reactants are C([NH:6][C:7]1[CH:12]=[CH:11][C:10]([N+:13]([O-:15])=[O:14])=[CH:9][C:8]=1[C:16]#[C:17][C:18]([CH3:24])([CH3:23])[C:19]([O:21][CH3:22])=[O:20])(=O)CCC. The catalyst is C(#N)C. The product is [CH3:23][C:18]([C:17]1[NH:6][C:7]2[C:8]([CH:16]=1)=[CH:9][C:10]([N+:13]([O-:15])=[O:14])=[CH:11][CH:12]=2)([CH3:24])[C:19]([O:21][CH3:22])=[O:20]. The yield is 0.230. (2) The reactants are [Si:1]([O:8][CH2:9][C:10]1[N:11]([CH3:26])[C:12]2[C:17]([CH:18]=1)=[CH:16][C:15]1[CH:19]([OH:25])[CH2:20][CH:21]([CH3:24])[CH2:22][CH2:23][C:14]=1[CH:13]=2)([C:4]([CH3:7])([CH3:6])[CH3:5])([CH3:3])[CH3:2].C([O-])(O)=O.[Na+].CC(OI1(OC(C)=O)(OC(C)=O)OC(=O)C2C=CC=CC1=2)=O. The catalyst is C(Cl)Cl. The product is [Si:1]([O:8][CH2:9][C:10]1[N:11]([CH3:26])[C:12]2[C:17]([CH:18]=1)=[CH:16][C:15]1[C:19](=[O:25])[CH2:20][CH:21]([CH3:24])[CH2:22][CH2:23][C:14]=1[CH:13]=2)([C:4]([CH3:6])([CH3:7])[CH3:5])([CH3:3])[CH3:2]. The yield is 0.280. (3) The reactants are [CH:1]([NH2:4])([CH3:3])[CH3:2].C[Al](C)C.[CH2:9]([C:13]1[C:17]([CH2:18][CH2:19][C:20]2[S:21][C:22]([C:26](O)=[O:27])=[C:23]([CH3:25])[N:24]=2)=[C:16]([CH3:29])[O:15][N:14]=1)[CH2:10][CH2:11][CH3:12]. The catalyst is O1CCOCC1.C1(C)C=CC=CC=1. The product is [CH:1]([NH:4][C:26]([C:22]1[S:21][C:20]([CH2:19][CH2:18][C:17]2[C:13]([CH2:9][CH2:10][CH2:11][CH3:12])=[N:14][O:15][C:16]=2[CH3:29])=[N:24][C:23]=1[CH3:25])=[O:27])([CH3:3])[CH3:2]. The yield is 0.440.